This data is from Catalyst prediction with 721,799 reactions and 888 catalyst types from USPTO. The task is: Predict which catalyst facilitates the given reaction. (1) Reactant: [CH3:1][C:2]1[CH:7]=[CH:6][C:5]([C:8]2[CH:13]=[C:12]([CH:14]([OH:19])[C:15]([F:18])([F:17])[F:16])[CH:11]=[C:10]([C:20]([OH:22])=O)[CH:9]=2)=[CH:4][CH:3]=1.C1C=NC2N(O)N=NC=2C=1.CCN(C(C)C)C(C)C.[F:42][C:43]([F:47])([F:46])[CH2:44][NH2:45].C(Cl)CCl.C([O-])(O)=O.[Na+].[Li+].[Cl-]. Product: [CH3:1][C:2]1[CH:7]=[CH:6][C:5]([C:8]2[CH:13]=[C:12]([CH:14]([OH:19])[C:15]([F:16])([F:18])[F:17])[CH:11]=[C:10]([C:20]([NH:45][CH2:44][C:43]([F:47])([F:46])[F:42])=[O:22])[CH:9]=2)=[CH:4][CH:3]=1. The catalyst class is: 329. (2) Reactant: [Cl-].[CH2:2]([N+:18]1[CH:23]=[CH:22][CH:21]=[CH:20][CH:19]=1)[CH2:3][CH2:4][CH2:5][CH2:6][CH2:7][CH2:8][CH2:9][CH2:10][CH2:11][CH2:12][CH2:13][CH2:14][CH2:15][CH2:16][CH3:17].[C:24]([C:26]1[CH:31]=[CH:30][C:29]([S:32]([O-:34])=[O:33])=[CH:28][CH:27]=1)#[N:25].[Na+]. Product: [C:24]([C:26]1[CH:27]=[CH:28][C:29]([S:32]([O-:34])=[O:33])=[CH:30][CH:31]=1)#[N:25].[CH2:2]([N+:18]1[CH:19]=[CH:20][CH:21]=[CH:22][CH:23]=1)[CH2:3][CH2:4][CH2:5][CH2:6][CH2:7][CH2:8][CH2:9][CH2:10][CH2:11][CH2:12][CH2:13][CH2:14][CH2:15][CH2:16][CH3:17]. The catalyst class is: 8. (3) Reactant: [OH:1][C:2]1[CH:11]=[CH:10][C:5]([C:6]([O:8][CH3:9])=[O:7])=[CH:4][C:3]=1[CH2:12][N:13]1[CH2:18][CH2:17][O:16][CH2:15][CH2:14]1.C(=O)([O-])[O-].[K+].[K+].CN(C)C=O.[CH2:30](Br)[C:31]1[CH:36]=[CH:35][CH:34]=[CH:33][CH:32]=1. Product: [CH2:30]([O:1][C:2]1[CH:11]=[CH:10][C:5]([C:6]([O:8][CH3:9])=[O:7])=[CH:4][C:3]=1[CH2:12][N:13]1[CH2:14][CH2:15][O:16][CH2:17][CH2:18]1)[C:31]1[CH:36]=[CH:35][CH:34]=[CH:33][CH:32]=1. The catalyst class is: 6. (4) Reactant: [OH:1][C:2]([C:26]1[CH:27]=[N:28][CH:29]=[CH:30][CH:31]=1)=[CH:3][C:4]1[N:13]2[CH2:14][CH2:15][N:16]=[C:12]2[C:11]2[CH:10]=[CH:9][C:8]([O:17][CH2:18][CH2:19][CH2:20][C:21]([OH:23])=[O:22])=[C:7]([O:24][CH3:25])[C:6]=2[N:5]=1.[ClH:32]. Product: [ClH:32].[OH:1][C:2]([C:26]1[CH:27]=[N:28][CH:29]=[CH:30][CH:31]=1)=[CH:3][C:4]1[N:13]2[CH2:14][CH2:15][N:16]=[C:12]2[C:11]2[CH:10]=[CH:9][C:8]([O:17][CH2:18][CH2:19][CH2:20][C:21]([OH:23])=[O:22])=[C:7]([O:24][CH3:25])[C:6]=2[N:5]=1. The catalyst class is: 472. (5) The catalyst class is: 74. Reactant: [NH2:1][CH:2]1[CH2:7][CH2:6][N:5](C(OCC)=O)[CH2:4][CH:3]1[CH2:13][CH3:14]. Product: [NH2:1][CH:2]1[CH2:7][CH2:6][NH:5][CH2:4][CH:3]1[CH2:13][CH3:14]. (6) Reactant: Cl[C:2]1[CH:7]=[CH:6][N:5]=[C:4]2[CH:8]=[CH:9][S:10][C:3]=12. Product: [S:10]1[C:3]2[C:4](=[N:5][CH:6]=[CH:7][CH:2]=2)[CH:8]=[CH:9]1. The catalyst class is: 183.